This data is from Full USPTO retrosynthesis dataset with 1.9M reactions from patents (1976-2016). The task is: Predict the reactants needed to synthesize the given product. Given the product [CH3:24][N:25]([CH2:26][CH2:27][C:28]1[CH:33]=[CH:32][CH:31]=[CH:30][CH:29]=1)[C:19](=[O:21])[CH2:18][C:15]1[CH:14]=[CH:13][C:12]([N:5]2[C:6]3[CH2:7][CH2:8][CH2:9][CH2:10][C:11]=3[C:3]([C:2]([F:23])([F:22])[F:1])=[N:4]2)=[CH:17][CH:16]=1, predict the reactants needed to synthesize it. The reactants are: [F:1][C:2]([F:23])([F:22])[C:3]1[C:11]2[CH2:10][CH2:9][CH2:8][CH2:7][C:6]=2[N:5]([C:12]2[CH:17]=[CH:16][C:15]([CH2:18][C:19]([OH:21])=O)=[CH:14][CH:13]=2)[N:4]=1.[CH3:24][NH:25][CH2:26][CH2:27][C:28]1[CH:33]=[CH:32][CH:31]=[CH:30][CH:29]=1.